This data is from Cav3 T-type calcium channel HTS with 100,875 compounds. The task is: Binary Classification. Given a drug SMILES string, predict its activity (active/inactive) in a high-throughput screening assay against a specified biological target. (1) The compound is o1nc(nc1c1cc(OC)c(OC)c(OC)c1)c1ccncc1. The result is 0 (inactive). (2) The compound is O(Cc1nc(Nc2ccc(OC)cc2)nc(n1)N)c1ccc(OC)cc1. The result is 0 (inactive). (3) The molecule is S(c1n(nc(c1/C=N\O)C(OC)=O)c1ccccc1)c1ccc(cc1)C. The result is 0 (inactive). (4) The drug is S(=O)(=O)(Nc1cc(c(O)cc1)C(O)=O)c1c2c(ccc1)cccc2. The result is 0 (inactive). (5) The drug is O=C(Nc1c(cccc1)C)CN1CCC(n2nnc3c2cccc3)CC1. The result is 0 (inactive).